Task: Predict the product of the given reaction.. Dataset: Forward reaction prediction with 1.9M reactions from USPTO patents (1976-2016) (1) Given the reactants [OH:1][CH2:2][C:3]([C@H:5]([C@@H:7]([C@@H:9]([CH2:11][OH:12])[OH:10])[OH:8])[OH:6])=[O:4].[C:13]([OH:18])(=[O:17])[CH:14]([CH3:16])[OH:15], predict the reaction product. The product is: [O:1]=[CH:2][C@@H:3]([C@H:5]([C@@H:7]([C@@H:9]([CH2:11][OH:12])[OH:10])[OH:8])[OH:6])[OH:4].[C:13]([OH:18])(=[O:17])[CH:14]([CH3:16])[OH:15]. (2) Given the reactants ClCCl.[C:4]([O:8][C:9]([N:11]([CH2:35][C:36]1[CH:45]=[CH:44]C2OCCOC=2[CH:37]=1)[CH:12]1[CH2:17][CH2:16][N:15]([CH2:18][CH2:19][N:20]2[C:29]3[C:24](=[CH:25][CH:26]=[C:27]([C:30](O)=[O:31])[CH:28]=3)[C:23]([CH3:33])=[CH:22][C:21]2=[O:34])[CH2:14][CH2:13]1)=[O:10])([CH3:7])([CH3:6])[CH3:5].Cl.[CH3:47][NH:48][CH3:49].F[P-](F)(F)(F)(F)F.N1([O:66][C:67](N(C)C)=[N+](C)C)C2N=CC=CC=2N=N1.[C:74]([O:77][CH2:78]C)(=O)[CH3:75], predict the reaction product. The product is: [O:66]1[C:67]2[CH:44]=[CH:45][C:36]([CH2:35][N:11]([CH:12]3[CH2:13][CH2:14][N:15]([CH2:18][CH2:19][N:20]4[C:29]5[C:24](=[CH:25][CH:26]=[C:27]([C:30]([N:48]([CH3:49])[CH3:47])=[O:31])[CH:28]=5)[C:23]([CH3:33])=[CH:22][C:21]4=[O:34])[CH2:16][CH2:17]3)[C:9](=[O:10])[O:8][C:4]([CH3:7])([CH3:6])[CH3:5])=[CH:37][C:78]=2[O:77][CH2:74][CH2:75]1.